Predict the product of the given reaction. From a dataset of Forward reaction prediction with 1.9M reactions from USPTO patents (1976-2016). (1) Given the reactants [C:1]([O:5][C:6]([N:8]([CH2:12][C:13]1[CH:22]=[CH:21][C:16]([C:17]([O:19]C)=[O:18])=[CH:15][CH:14]=1)[CH:9]([CH3:11])[CH3:10])=[O:7])([CH3:4])([CH3:3])[CH3:2].[OH-].[Na+], predict the reaction product. The product is: [C:1]([O:5][C:6]([N:8]([CH2:12][C:13]1[CH:22]=[CH:21][C:16]([C:17]([OH:19])=[O:18])=[CH:15][CH:14]=1)[CH:9]([CH3:11])[CH3:10])=[O:7])([CH3:3])([CH3:4])[CH3:2]. (2) Given the reactants Cl[C:2]1[N:7]=[C:6]([NH:8][C:9]2[CH:10]=[C:11]([CH2:14][OH:15])[NH:12][N:13]=2)[CH:5]=[CH:4][N:3]=1.[NH2:16][CH2:17][C:18]1[O:22][N:21]=[C:20]([C:23]([NH2:25])=[O:24])[CH:19]=1, predict the reaction product. The product is: [OH:15][CH2:14][C:11]1[NH:12][N:13]=[C:9]([NH:8][C:6]2[CH:5]=[CH:4][N:3]=[C:2]([NH:16][CH2:17][C:18]3[O:22][N:21]=[C:20]([C:23]([NH2:25])=[O:24])[CH:19]=3)[N:7]=2)[CH:10]=1. (3) The product is: [C:20]1([CH:19]([C:26]2[CH:31]=[CH:30][CH:29]=[CH:28][CH:27]=2)[CH2:18][NH:17][C:4]2[N:3]=[C:2]([S:38][CH3:37])[N:10]=[C:9]3[C:5]=2[N:6]=[CH:7][N:8]3[CH:11]2[CH2:16][CH2:15][CH2:14][CH2:13][O:12]2)[CH:25]=[CH:24][CH:23]=[CH:22][CH:21]=1. Given the reactants Cl[C:2]1[N:10]=[C:9]2[C:5]([N:6]=[CH:7][N:8]2[CH:11]2[CH2:16][CH2:15][CH2:14][CH2:13][O:12]2)=[C:4]([NH:17][CH2:18][CH:19]([C:26]2[CH:31]=[CH:30][CH:29]=[CH:28][CH:27]=2)[C:20]2[CH:25]=[CH:24][CH:23]=[CH:22][CH:21]=2)[N:3]=1.CN(C)C=O.[CH3:37][S-:38].[Na+], predict the reaction product. (4) Given the reactants [CH3:1][C:2]1[CH:3]=[C:4]2[C:8](=[C:9]([N+:11]([O-])=O)[CH:10]=1)[NH:7][C:6]([C:14]1[O:15][CH2:16][C@@H:17]([CH2:19][C:20](O)=O)[N:18]=1)=[CH:5]2.[O:23]1[CH2:28][CH2:27][C:26](=O)[CH2:25][CH2:24]1.[NH:30]1[CH2:35][CH2:34][O:33][CH2:32][CH2:31]1, predict the reaction product. The product is: [CH3:1][C:2]1[CH:3]=[C:4]2[C:8](=[C:9]([NH:11][CH:26]3[CH2:27][CH2:28][O:23][CH2:24][CH2:25]3)[CH:10]=1)[NH:7][C:6]([C:14]1[O:15][CH2:16][C@@H:17]([CH2:19][CH2:20][N:30]3[CH2:35][CH2:34][O:33][CH2:32][CH2:31]3)[N:18]=1)=[CH:5]2. (5) Given the reactants [C:1]([N:4]1[C:12]2[C:7](=[CH:8][CH:9]=[C:10]([F:13])[CH:11]=2)[C:6](=[C:14]([O:26][CH3:27])[C:15]2[CH:20]=[CH:19][C:18]([NH:21][CH3:22])=[C:17]([N+:23]([O-])=O)[CH:16]=2)[C:5]1=[O:28])(=[O:3])[CH3:2].[H][H].[CH:31](O)=O, predict the reaction product. The product is: [C:1]([N:4]1[C:12]2[C:7](=[CH:8][CH:9]=[C:10]([F:13])[CH:11]=2)[C:6](=[C:14]([O:26][CH3:27])[C:15]2[CH:20]=[CH:19][C:18]3[N:21]([CH3:31])[CH:22]=[N:23][C:17]=3[CH:16]=2)[C:5]1=[O:28])(=[O:3])[CH3:2]. (6) Given the reactants [NH2:1][C:2]1[N:10]=[CH:9][N:8]=[C:7]2[C:3]=1[N:4]([C:27]1[CH:32]=[CH:31][C:30]([O:33][CH2:34][C:35]3[CH:40]=[CH:39][CH:38]=[CH:37][CH:36]=3)=[CH:29][CH:28]=1)[C:5](=[O:26])[N:6]2[C:11]1[CH:12]=[C:13]([N:17](C)[C:18](=O)OC(C)(C)C)[CH:14]=[CH:15][CH:16]=1.C(O)(C(F)(F)F)=O, predict the reaction product. The product is: [NH2:1][C:2]1[N:10]=[CH:9][N:8]=[C:7]2[C:3]=1[N:4]([C:27]1[CH:32]=[CH:31][C:30]([O:33][CH2:34][C:35]3[CH:36]=[CH:37][CH:38]=[CH:39][CH:40]=3)=[CH:29][CH:28]=1)[C:5](=[O:26])[N:6]2[C:11]1[CH:16]=[CH:15][CH:14]=[C:13]([NH:17][CH3:18])[CH:12]=1. (7) Given the reactants [Br:1][C:2]1[CH:3]=[C:4]([CH:7]=[CH:8][C:9]=1[F:10])[CH2:5][OH:6].[CH3:11][S:12](Cl)(=[O:14])=[O:13].C(N(CC)CC)C, predict the reaction product. The product is: [CH3:11][S:12]([O:6][CH2:5][C:4]1[CH:7]=[CH:8][C:9]([F:10])=[C:2]([Br:1])[CH:3]=1)(=[O:14])=[O:13].